Task: Predict the reactants needed to synthesize the given product.. Dataset: Retrosynthesis with 50K atom-mapped reactions and 10 reaction types from USPTO (1) Given the product COC(=O)c1ccccc1Nc1cc([C@@H]2CNC(=O)C2)ccc1Cl, predict the reactants needed to synthesize it. The reactants are: COC(=O)c1ccccc1Br.Nc1cc([C@@H]2CNC(=O)C2)ccc1Cl. (2) The reactants are: CC(C)N.O=C1c2ccccc2C(OCCCl)N1c1ccccc1. Given the product CC(C)NCCOC1c2ccccc2C(=O)N1c1ccccc1, predict the reactants needed to synthesize it.